This data is from Catalyst prediction with 721,799 reactions and 888 catalyst types from USPTO. The task is: Predict which catalyst facilitates the given reaction. Reactant: [C:1]1([NH:7][N:8]=[CH:9][C:10](=[O:12])[CH3:11])[CH:6]=[CH:5][CH:4]=[CH:3][CH:2]=1.[CH:13]([CH:15]=O)=[O:14]. Product: [OH:12][C:10]1[C:9]([C:13](=[O:14])[CH3:15])=[N:8][N:7]([C:1]2[CH:6]=[CH:5][CH:4]=[CH:3][CH:2]=2)[CH:11]=1. The catalyst class is: 15.